This data is from Forward reaction prediction with 1.9M reactions from USPTO patents (1976-2016). The task is: Predict the product of the given reaction. (1) Given the reactants FC(F)(F)C(O)=O.[O:8]1CCO[CH:9]1[CH2:13][N:14]1[C:23]2[C:18](=[CH:19][C:20]([CH3:24])=[CH:21][CH:22]=2)[CH:17]=[CH:16][C:15]1=[O:25], predict the reaction product. The product is: [CH3:24][C:20]1[CH:19]=[C:18]2[C:23](=[CH:22][CH:21]=1)[N:14]([CH2:13][CH:9]=[O:8])[C:15](=[O:25])[CH:16]=[CH:17]2. (2) Given the reactants C([O:4][C@H:5]1[C@H:10]([O:11]C(=O)C)[C@@H:9]([O:15]C(=O)C)[C@H:8]([C:19]2[CH:24]=[C:23]([CH2:25][C:26]3[CH:31]=[CH:30][C:29]([O:32][CH2:33][CH3:34])=[CH:28][CH:27]=3)[C:22]([Cl:35])=[CH:21][C:20]=2[CH2:36][O:37][CH2:38][C:39]#[CH:40])[O:7][C@@H:6]1[CH2:41][O:42][C:43](=[O:45])[CH3:44])(=O)C.O[Li].O, predict the reaction product. The product is: [C:43]([O:42][CH2:41][C@@H:6]1[C@@H:5]([OH:4])[C@H:10]([OH:11])[C@@H:9]([OH:15])[C@H:8]([C:19]2[CH:24]=[C:23]([CH2:25][C:26]3[CH:31]=[CH:30][C:29]([O:32][CH2:33][CH3:34])=[CH:28][CH:27]=3)[C:22]([Cl:35])=[CH:21][C:20]=2[CH2:36][O:37][CH2:38][C:39]#[CH:40])[O:7]1)(=[O:45])[CH3:44]. (3) Given the reactants [Cl:1][C:2]1[CH:3]=[C:4]([NH:9][C:10]2[C:19]3[C:14](=[CH:15][C:16]([O:27][CH2:28][CH:29]4[CH2:32][C:31]5([CH2:37][CH2:36][N:35]([CH3:38])[CH2:34][CH2:33]5)[CH2:30]4)=[C:17]([NH:20][C:21](=[O:26])/[CH:22]=[CH:23]/[CH2:24]Br)[CH:18]=3)[N:13]=[CH:12][N:11]=2)[CH:5]=[CH:6][C:7]=1[F:8].Cl.[CH3:40][NH:41][CH3:42].CCN(C(C)C)C(C)C.C(=O)(O)[O-].[Na+], predict the reaction product. The product is: [Cl:1][C:2]1[CH:3]=[C:4]([NH:9][C:10]2[C:19]3[C:14](=[CH:15][C:16]([O:27][CH2:28][CH:29]4[CH2:32][C:31]5([CH2:37][CH2:36][N:35]([CH3:38])[CH2:34][CH2:33]5)[CH2:30]4)=[C:17]([NH:20][C:21](=[O:26])/[CH:22]=[CH:23]/[CH2:24][N:41]([CH3:42])[CH3:40])[CH:18]=3)[N:13]=[CH:12][N:11]=2)[CH:5]=[CH:6][C:7]=1[F:8]. (4) Given the reactants Cl[C:2]1[N:7]2[N:8]=[C:9]([C:14]3[CH:19]=[CH:18][C:17]([F:20])=[CH:16][CH:15]=3)[C:10]([C:11](=[O:13])[CH3:12])=[C:6]2[CH:5]=[CH:4][CH:3]=1.[NH:21]1[CH2:25][CH2:24][CH2:23][CH2:22]1, predict the reaction product. The product is: [F:20][C:17]1[CH:18]=[CH:19][C:14]([C:9]2[C:10]([C:11](=[O:13])[CH3:12])=[C:6]3[CH:5]=[CH:4][CH:3]=[C:2]([N:21]4[CH2:25][CH2:24][CH2:23][CH2:22]4)[N:7]3[N:8]=2)=[CH:15][CH:16]=1. (5) Given the reactants I[C:2]1[C:10]2[C:5](=[N:6][CH:7]=[C:8]([C:11]3[CH:12]=[CH:13][C:14]([O:22][CH3:23])=[C:15]([S:17]([NH:20][CH3:21])(=[O:19])=[O:18])[CH:16]=3)[CH:9]=2)[N:4]([S:24]([C:27]2[CH:33]=[CH:32][C:30]([CH3:31])=[CH:29][CH:28]=2)(=[O:26])=[O:25])[CH:3]=1.[F:34][C:35]1[CH:36]=[C:37]([CH:55]=[CH:56][CH:57]=1)[CH2:38][N:39]1[C:43]([CH3:44])=[C:42](B2OC(C)(C)C(C)(C)O2)[C:41]([CH3:54])=[N:40]1.C(=O)([O-])[O-].[Na+].[Na+], predict the reaction product. The product is: [F:34][C:35]1[CH:36]=[C:37]([CH:55]=[CH:56][CH:57]=1)[CH2:38][N:39]1[C:43]([CH3:44])=[C:42]([C:2]2[C:10]3[C:5](=[N:6][CH:7]=[C:8]([C:11]4[CH:12]=[CH:13][C:14]([O:22][CH3:23])=[C:15]([S:17]([NH:20][CH3:21])(=[O:19])=[O:18])[CH:16]=4)[CH:9]=3)[N:4]([S:24]([C:27]3[CH:33]=[CH:32][C:30]([CH3:31])=[CH:29][CH:28]=3)(=[O:26])=[O:25])[CH:3]=2)[C:41]([CH3:54])=[N:40]1. (6) Given the reactants [F:1][C:2]1[CH:3]=[CH:4][C:5]2[N:6]([CH2:15][CH2:16][O:17][CH2:18][CH2:19][O:20][CH3:21])[C:7]3[C:12]([C:13]=2[CH:14]=1)=[CH:11][CH:10]=[CH:9][CH:8]=3.C1C(=O)N([Br:29])C(=O)C1, predict the reaction product. The product is: [Br:29][C:10]1[CH:9]=[CH:8][C:7]2[N:6]([CH2:15][CH2:16][O:17][CH2:18][CH2:19][O:20][CH3:21])[C:5]3[C:13]([C:12]=2[CH:11]=1)=[CH:14][C:2]([F:1])=[CH:3][CH:4]=3. (7) Given the reactants [F:1][C:2]1[CH:7]=[CH:6][C:5]([O:8][CH3:9])=[CH:4][C:3]=1[C:10]1[CH:15]=[CH:14][C:13]([S:16]CC2C=CC(OC)=CC=2)=[CH:12][C:11]=1[CH2:26][C:27]([CH3:30])([CH3:29])[CH3:28].C1(OC)C=CC=CC=1.[OH-].[Na+], predict the reaction product. The product is: [F:1][C:2]1[CH:7]=[CH:6][C:5]([O:8][CH3:9])=[CH:4][C:3]=1[C:10]1[CH:15]=[CH:14][C:13]([SH:16])=[CH:12][C:11]=1[CH2:26][C:27]([CH3:30])([CH3:29])[CH3:28]. (8) Given the reactants [C:1]([C:3]1[C:4]([N:10]=[CH:11][N:12](C)C)=[N:5][C:6]([CH3:9])=[CH:7][CH:8]=1)#[N:2].[CH2:15]([O:22][C:23]1[CH:28]=[CH:27][C:26]([S:29][C:30]2[CH:35]=[CH:34][C:33]([N+:36]([O-:38])=[O:37])=[CH:32][C:31]=2N)=[CH:25][CH:24]=1)[C:16]1[CH:21]=[CH:20][CH:19]=[CH:18][CH:17]=1, predict the reaction product. The product is: [CH2:15]([O:22][C:23]1[CH:28]=[CH:27][C:26]([S:29][C:30]2[CH:31]=[CH:32][C:33]([N+:36]([O-:38])=[O:37])=[CH:34][C:35]=2[NH:2][C:1]2[C:3]3[CH:8]=[CH:7][C:6]([CH3:9])=[N:5][C:4]=3[N:10]=[CH:11][N:12]=2)=[CH:25][CH:24]=1)[C:16]1[CH:17]=[CH:18][CH:19]=[CH:20][CH:21]=1. (9) Given the reactants [F:1][C:2]1[CH:7]=[CH:6][CH:5]=[CH:4][C:3]=1[NH:8][C:9]([NH:11][C:12]1[CH:17]=[C:16]([C:18]([F:21])([F:20])[F:19])[CH:15]=[CH:14][C:13]=1[O:22][CH3:23])=[O:10].[C:24]([O:28][CH3:29])(=[O:27])[CH:25]=[CH2:26].OS(O)(=O)=O.O=S(=O)=O.O=O, predict the reaction product. The product is: [CH3:29][O:28][C:24](=[O:27])/[CH:25]=[CH:26]\[C:4]1[CH:5]=[CH:6][CH:7]=[C:2]([F:1])[C:3]=1[NH:8][C:9](=[O:10])[NH:11][C:12]1[CH:17]=[C:16]([C:18]([F:21])([F:20])[F:19])[CH:15]=[CH:14][C:13]=1[O:22][CH3:23].